Dataset: Forward reaction prediction with 1.9M reactions from USPTO patents (1976-2016). Task: Predict the product of the given reaction. (1) The product is: [CH3:25][O:24][CH2:23][CH2:22][O:1][C:2]1[CH:3]=[CH:4][C:5]([N+:12]([O-:14])=[O:13])=[C:6]([CH:11]=1)[C:7]([O:9][CH3:10])=[O:8]. Given the reactants [OH:1][C:2]1[CH:3]=[CH:4][C:5]([N+:12]([O-:14])=[O:13])=[C:6]([CH:11]=1)[C:7]([O:9][CH3:10])=[O:8].C(=O)([O-])[O-].[K+].[K+].Br[CH2:22][CH2:23][O:24][CH3:25], predict the reaction product. (2) Given the reactants [CH3:1][O:2][C:3]1[C:11]([CH2:12][CH:13]([NH:27][C:28](=[O:45])[CH2:29][CH2:30][C:31]2([CH3:44])[O:39][CH:38]3[C:33]([CH3:43])([CH:34]4[CH2:40][CH:36]([CH2:37]3)[C:35]4([CH3:42])[CH3:41])[O:32]2)[B:14]2[O:22][CH:21]3[C:16]([CH3:26])([CH:17]4[CH2:23][CH:19]([CH2:20]3)[C:18]4([CH3:25])[CH3:24])[O:15]2)=[CH:10][CH:9]=[CH:8][C:4]=1[C:5]([OH:7])=[O:6].[C:46]([O:52][CH2:53]Cl)(=[O:51])[C:47]([CH3:50])([CH3:49])[CH3:48], predict the reaction product. The product is: [CH3:48][C:47]([CH3:50])([CH3:49])[C:46]([O:52][CH2:53][O:6][C:5](=[O:7])[C:4]1[CH:8]=[CH:9][CH:10]=[C:11]([CH2:12][CH:13]([NH:27][C:28](=[O:45])[CH2:29][CH2:30][C:31]2([CH3:44])[O:39][CH:38]3[C:33]([CH3:43])([CH:34]4[CH2:40][CH:36]([CH2:37]3)[C:35]4([CH3:42])[CH3:41])[O:32]2)[B:14]2[O:22][CH:21]3[C:16]([CH3:26])([CH:17]4[CH2:23][CH:19]([CH2:20]3)[C:18]4([CH3:25])[CH3:24])[O:15]2)[C:3]=1[O:2][CH3:1])=[O:51].